From a dataset of Peptide-MHC class I binding affinity with 185,985 pairs from IEDB/IMGT. Regression. Given a peptide amino acid sequence and an MHC pseudo amino acid sequence, predict their binding affinity value. This is MHC class I binding data. (1) The peptide sequence is DLKITDVII. The MHC is HLA-A02:01 with pseudo-sequence HLA-A02:01. The binding affinity (normalized) is 0.316. (2) The peptide sequence is LEMWKNGPCYG. The MHC is HLA-B27:05 with pseudo-sequence HLA-B27:05. The binding affinity (normalized) is 0. (3) The peptide sequence is ILLEDSSGNLV. The MHC is HLA-A68:02 with pseudo-sequence HLA-A68:02. The binding affinity (normalized) is 0.149. (4) The peptide sequence is FLRFGDFKL. The MHC is HLA-A02:01 with pseudo-sequence HLA-A02:01. The binding affinity (normalized) is 0.837. (5) The peptide sequence is STIATYIDA. The MHC is HLA-A02:01 with pseudo-sequence HLA-A02:01. The binding affinity (normalized) is 0.180. (6) The peptide sequence is VEFHLDGEVL. The MHC is HLA-B44:02 with pseudo-sequence HLA-B44:02. The binding affinity (normalized) is 0.239. (7) The binding affinity (normalized) is 0.766. The peptide sequence is VLLFLAFVV. The MHC is HLA-A02:06 with pseudo-sequence HLA-A02:06. (8) The peptide sequence is FVSVYFSDY. The MHC is HLA-B35:01 with pseudo-sequence HLA-B35:01. The binding affinity (normalized) is 0.613. (9) The peptide sequence is FVFEATKLY. The MHC is HLA-A02:03 with pseudo-sequence HLA-A02:03. The binding affinity (normalized) is 0.514. (10) The peptide sequence is SAEPVPLQL. The MHC is HLA-B54:01 with pseudo-sequence HLA-B54:01. The binding affinity (normalized) is 0.